Dataset: NCI-60 drug combinations with 297,098 pairs across 59 cell lines. Task: Regression. Given two drug SMILES strings and cell line genomic features, predict the synergy score measuring deviation from expected non-interaction effect. (1) Drug 1: CC1=CC2C(CCC3(C2CCC3(C(=O)C)OC(=O)C)C)C4(C1=CC(=O)CC4)C. Drug 2: CCN(CC)CCNC(=O)C1=C(NC(=C1C)C=C2C3=C(C=CC(=C3)F)NC2=O)C. Cell line: SK-OV-3. Synergy scores: CSS=2.71, Synergy_ZIP=-1.65, Synergy_Bliss=-1.23, Synergy_Loewe=-0.859, Synergy_HSA=-0.560. (2) Drug 1: C1CCC(CC1)NC(=O)N(CCCl)N=O. Drug 2: CC1CCC2CC(C(=CC=CC=CC(CC(C(=O)C(C(C(=CC(C(=O)CC(OC(=O)C3CCCCN3C(=O)C(=O)C1(O2)O)C(C)CC4CCC(C(C4)OC)O)C)C)O)OC)C)C)C)OC. Cell line: OVCAR-4. Synergy scores: CSS=7.22, Synergy_ZIP=-11.1, Synergy_Bliss=-12.3, Synergy_Loewe=-20.9, Synergy_HSA=-10.2. (3) Drug 1: C1=NC(=NC(=O)N1C2C(C(C(O2)CO)O)O)N. Drug 2: C1=CC=C(C(=C1)C(C2=CC=C(C=C2)Cl)C(Cl)Cl)Cl. Cell line: 786-0. Synergy scores: CSS=1.72, Synergy_ZIP=-1.31, Synergy_Bliss=-1.25, Synergy_Loewe=-0.0222, Synergy_HSA=-0.719. (4) Drug 1: CN1C2=C(C=C(C=C2)N(CCCl)CCCl)N=C1CCCC(=O)O.Cl. Drug 2: CN(C(=O)NC(C=O)C(C(C(CO)O)O)O)N=O. Cell line: NCIH23. Synergy scores: CSS=-1.63, Synergy_ZIP=3.29, Synergy_Bliss=3.15, Synergy_Loewe=0.376, Synergy_HSA=-1.69. (5) Drug 1: CN1C2=C(C=C(C=C2)N(CCCl)CCCl)N=C1CCCC(=O)O.Cl. Drug 2: CC1=C(C(=O)C2=C(C1=O)N3CC4C(C3(C2COC(=O)N)OC)N4)N. Cell line: OVCAR-8. Synergy scores: CSS=28.5, Synergy_ZIP=-4.01, Synergy_Bliss=-0.158, Synergy_Loewe=-23.3, Synergy_HSA=0.549.